This data is from Catalyst prediction with 721,799 reactions and 888 catalyst types from USPTO. The task is: Predict which catalyst facilitates the given reaction. (1) Reactant: [C:1]([NH:4][C:5]1[CH:6]=[C:7]2[C:13]([C:14]3[CH:15]=[C:16]([NH:20][C@H:21]([C:25]([NH:27][CH2:28][C:29]([F:32])([F:31])[F:30])=[O:26])[CH:22]([CH3:24])[CH3:23])[CH:17]=[N:18][CH:19]=3)=[CH:12][N:11](COCC[Si](C)(C)C)[C:8]2=[N:9][CH:10]=1)(=[O:3])[CH3:2].C(O)(C(F)(F)F)=O.C(N)CN.[OH-].[Na+]. Product: [C:1]([NH:4][C:5]1[CH:6]=[C:7]2[C:13]([C:14]3[CH:15]=[C:16]([NH:20][C@H:21]([C:25]([NH:27][CH2:28][C:29]([F:31])([F:32])[F:30])=[O:26])[CH:22]([CH3:24])[CH3:23])[CH:17]=[N:18][CH:19]=3)=[CH:12][NH:11][C:8]2=[N:9][CH:10]=1)(=[O:3])[CH3:2]. The catalyst class is: 583. (2) Reactant: [Br:1][CH2:2][C:3](Br)=[O:4].[CH3:6][NH:7][CH:8]([P:17](=[O:24])([O:21][CH2:22][CH3:23])[O:18][CH2:19][CH3:20])[P:9](=[O:16])([O:13][CH2:14][CH3:15])[O:10][CH2:11][CH3:12].N1C=CC=CC=1.O. Product: [Br:1][CH2:2][C:3]([N:7]([CH3:6])[CH:8]([P:9](=[O:16])([O:10][CH2:11][CH3:12])[O:13][CH2:14][CH3:15])[P:17](=[O:24])([O:21][CH2:22][CH3:23])[O:18][CH2:19][CH3:20])=[O:4]. The catalyst class is: 2. (3) Reactant: [CH2:1]([OH:4])[C:2]#[CH:3].N1C=CN=C1.[CH3:10][C:11]([Si:14](Cl)([CH3:16])[CH3:15])([CH3:13])[CH3:12].[Cl-].[NH4+]. Product: [C:11]([Si:14]([CH3:16])([CH3:15])[O:4][CH2:1][C:2]#[CH:3])([CH3:13])([CH3:12])[CH3:10]. The catalyst class is: 68. (4) Product: [OH:6][CH2:4][C:3]1[CH:2]=[CH:10][CH:9]=[C:8]2[C:7]=1[CH:11]=[CH:19][CH:20]=[C:21]2[OH:22]. Reactant: N[C:2]1[CH:10]=[CH:9][CH:8]=[C:7]([C:11](OC)=O)[C:3]=1[C:4]([OH:6])=O.[N+](C1C=CC=[C:20]([C:21](O)=[O:22])[C:19]=1C(O)=O)([O-])=O.C(O)(C(F)(F)F)=O. The catalyst class is: 5. (5) Reactant: [Br:1][C:2]1[CH:3]=[C:4]2[C:8](=[CH:9][CH:10]=1)[CH2:7][NH:6][CH2:5]2.[C:11]([O:15][C:16](O[C:16]([O:15][C:11]([CH3:14])([CH3:13])[CH3:12])=[O:17])=[O:17])([CH3:14])([CH3:13])[CH3:12]. Product: [C:11]([O:15][C:16]([N:6]1[CH2:5][C:4]2[C:8](=[CH:9][CH:10]=[C:2]([Br:1])[CH:3]=2)[CH2:7]1)=[O:17])([CH3:14])([CH3:13])[CH3:12]. The catalyst class is: 527. (6) Reactant: [F:1][C:2]1[CH:3]=[C:4]([OH:8])[CH:5]=[CH:6][CH:7]=1.P([O-])([O-])([O-])=O.[K+].[K+].[K+].[F:17][C:18]([F:31])([F:30])[S:19](O[S:19]([C:18]([F:31])([F:30])[F:17])(=[O:21])=[O:20])(=[O:21])=[O:20]. Product: [F:17][C:18]([F:31])([F:30])[S:19]([O:8][C:4]1[CH:5]=[CH:6][CH:7]=[C:2]([F:1])[CH:3]=1)(=[O:21])=[O:20]. The catalyst class is: 11. (7) Reactant: CCN(C(C)C)C(C)C.[CH3:10][O:11][C:12]1[CH:13]=[CH:14][CH:15]=[C:16]2[C:21]=1[O:20][C:19](=[O:22])[C:18]([C:23]([OH:25])=O)=[CH:17]2.CN(C(ON1N=NC2C=CC=NC1=2)=[N+](C)C)C.F[P-](F)(F)(F)(F)F.[O:50]1[C:54]2[CH:55]=[CH:56][C:57]([C:59]3[CH:60]=[C:61]([NH2:65])[CH:62]=[CH:63][CH:64]=3)=[CH:58][C:53]=2[O:52][CH2:51]1. Product: [O:50]1[C:54]2[CH:55]=[CH:56][C:57]([C:59]3[CH:60]=[C:61]([NH:65][C:23]([C:18]4[C:19](=[O:22])[O:20][C:21]5[C:16]([CH:17]=4)=[CH:15][CH:14]=[CH:13][C:12]=5[O:11][CH3:10])=[O:25])[CH:62]=[CH:63][CH:64]=3)=[CH:58][C:53]=2[O:52][CH2:51]1. The catalyst class is: 3.